This data is from HIV replication inhibition screening data with 41,000+ compounds from the AIDS Antiviral Screen. The task is: Binary Classification. Given a drug SMILES string, predict its activity (active/inactive) in a high-throughput screening assay against a specified biological target. (1) The molecule is CN(C(=O)C1=CCCCCC1)c1ccccc1I. The result is 0 (inactive). (2) The molecule is Cc1cc(Cl)ccc1NC(=O)C(=O)Cc1ccc([N+](=O)[O-])c([N+](=O)[O-])c1CC(=O)C(=O)Nc1ccc(Cl)cc1C. The result is 0 (inactive). (3) The molecule is O=C(O)CN(CC(=O)O)C1CCCCC1N(CC(=O)O)CC(=O)NCCN=C=S. The result is 0 (inactive).